Dataset: Forward reaction prediction with 1.9M reactions from USPTO patents (1976-2016). Task: Predict the product of the given reaction. (1) Given the reactants FC(F)(F)C([N:5]1[CH2:11][CH:10]([CH3:12])[C:9]2[CH:13]=[C:14]([Cl:17])[CH:15]=[CH:16][C:8]=2[CH2:7][CH2:6]1)=O.[OH-].[Na+], predict the reaction product. The product is: [Cl:17][C:14]1[CH:15]=[CH:16][C:8]2[CH2:7][CH2:6][NH:5][CH2:11][CH:10]([CH3:12])[C:9]=2[CH:13]=1. (2) The product is: [Cl:32][C:30]1[CH:29]=[C:16]([CH:15]=[C:14]([NH:13][C:2]2[C:3]3[C:8](=[N:7][C:6]([CH3:12])=[CH:5][CH:4]=3)[N:9]=[CH:10][CH:11]=2)[CH:31]=1)[O:17][CH2:18][C:19]1[CH:24]=[CH:23][C:22]([NH:25][C:26](=[O:28])[CH3:27])=[CH:21][CH:20]=1. Given the reactants Cl[C:2]1[CH:11]=[CH:10][N:9]=[C:8]2[C:3]=1[CH:4]=[CH:5][C:6]([CH3:12])=[N:7]2.[NH2:13][C:14]1[CH:15]=[C:16]([CH:29]=[C:30]([Cl:32])[CH:31]=1)[O:17][CH2:18][C:19]1[CH:24]=[CH:23][C:22]([NH:25][C:26](=[O:28])[CH3:27])=[CH:21][CH:20]=1, predict the reaction product.